Dataset: Forward reaction prediction with 1.9M reactions from USPTO patents (1976-2016). Task: Predict the product of the given reaction. Given the reactants [N:1]1[C:10]2[C:5](=[C:6]([CH:11]([CH3:16])[C:12](OC)=[O:13])[CH:7]=[CH:8][CH:9]=2)[CH:4]=[CH:3][CH:2]=1.[H-].[Al+3].[Li+].[H-].[H-].[H-], predict the reaction product. The product is: [N:1]1[C:10]2[C:5](=[C:6]([CH:11]([CH3:16])[CH2:12][OH:13])[CH:7]=[CH:8][CH:9]=2)[CH:4]=[CH:3][CH:2]=1.